From a dataset of Catalyst prediction with 721,799 reactions and 888 catalyst types from USPTO. Predict which catalyst facilitates the given reaction. (1) Reactant: C(O[C:4]([C:6]1([CH2:16][CH2:17]OC)[CH2:11][CH2:10][N:9]([CH2:12][CH2:13][CH3:14])[C:8](=[O:15])[CH2:7]1)=[O:5])C.[F:20][C:21]([F:31])([F:30])[O:22][C:23]1[CH:29]=[CH:28][C:26]([NH2:27])=[CH:25][CH:24]=1.[Cl-].C[Al+]C.O. Product: [CH2:12]([N:9]1[CH2:10][CH2:11][C:6]2([C:4](=[O:5])[N:27]([C:26]3[CH:28]=[CH:29][C:23]([O:22][C:21]([F:20])([F:30])[F:31])=[CH:24][CH:25]=3)[CH2:17][CH2:16]2)[CH2:7][C:8]1=[O:15])[CH2:13][CH3:14]. The catalyst class is: 345. (2) Product: [F:14][C:13]1[C:8]([O:7][C:4]2[CH:5]=[CH:6][CH:1]=[CH:2][CH:3]=2)=[CH:9][CH:10]=[CH:11][C:12]=1[C:32]([OH:34])=[O:33]. Reactant: [CH:1]1[CH:6]=[CH:5][C:4]([O:7][C:8]2[C:13]([F:14])=[CH:12][CH:11]=[CH:10][CH:9]=2)=[CH:3][CH:2]=1.CN(C)CCN(C)CCN(C)C.C([Li])CCC.[C:32](=[O:34])=[O:33]. The catalyst class is: 323. (3) Reactant: [Br:1][C:2]1[CH:3]=[C:4]([S:9](Cl)(=[O:11])=[O:10])[CH:5]=[CH:6][C:7]=1[F:8].[NH:13]1[C:21]2[C:16](=[CH:17][CH:18]=[CH:19][CH:20]=2)[CH2:15][CH2:14]1.C(N(CC)C(C)C)(C)C. Product: [Br:1][C:2]1[CH:3]=[C:4]([S:9]([N:13]2[C:21]3[C:16](=[CH:17][CH:18]=[CH:19][CH:20]=3)[CH2:15][CH2:14]2)(=[O:11])=[O:10])[CH:5]=[CH:6][C:7]=1[F:8]. The catalyst class is: 7. (4) Reactant: [CH:1]1([SH:6])[CH2:5][CH2:4][CH2:3][CH2:2]1.Cl[C:8]1[N:22]=[C:21]([Cl:23])[CH:20]=[CH:19][C:9]=1[C:10]([NH:12][CH:13]1[CH2:18][CH2:17][CH2:16][CH2:15][CH2:14]1)=[O:11].C(=O)([O-])[O-].[Na+].[Na+]. Product: [Cl:23][C:21]1[CH:20]=[CH:19][C:9]([C:10]([NH:12][CH:13]2[CH2:18][CH2:17][CH2:16][CH2:15][CH2:14]2)=[O:11])=[C:8]([S:6][CH:1]2[CH2:5][CH2:4][CH2:3][CH2:2]2)[N:22]=1. The catalyst class is: 3.